Dataset: Reaction yield outcomes from USPTO patents with 853,638 reactions. Task: Predict the reaction yield, written as a fraction of the theoretical maximum amount of product (1.0 means a 100% yield; for example, 0.34 means a 34% yield). (1) The reactants are [CH2:1]([O:3][C:4](=[O:17])[C:5]1[CH:10]=[CH:9][C:8]([N:11]2[CH2:16][CH2:15][NH:14][CH2:13][CH2:12]2)=[N:7][CH:6]=1)[CH3:2].[Cl:18][C:19]1[C:28]2[C:23](=[CH:24][CH:25]=[CH:26][CH:27]=2)[C:22](Cl)=[N:21][N:20]=1.C(N(CC)CC)C.CN1C(=O)CCC1. The catalyst is O. The product is [CH2:1]([O:3][C:4](=[O:17])[C:5]1[CH:10]=[CH:9][C:8]([N:11]2[CH2:12][CH2:13][N:14]([C:22]3[C:23]4[C:28](=[CH:27][CH:26]=[CH:25][CH:24]=4)[C:19]([Cl:18])=[N:20][N:21]=3)[CH2:15][CH2:16]2)=[N:7][CH:6]=1)[CH3:2]. The yield is 0.490. (2) The reactants are [Cl:1][C:2]1[C:11]([C:12]([OH:14])=O)=[N:10][C:9]2[NH:8][C:7](=[O:15])[CH2:6][S:5][C:4]=2[CH:3]=1.[CH3:16][O:17][C:18]1[CH:19]=[C:20]2[C:25](=[CH:26][CH:27]=1)[N:24]=[CH:23][C:22]([S:28][CH2:29][CH2:30][N:31]1[CH2:36][CH2:35][CH:34]([NH2:37])[CH2:33][CH2:32]1)=[CH:21]2. No catalyst specified. The yield is 0.910. The product is [CH3:16][O:17][C:18]1[CH:19]=[C:20]2[C:25](=[CH:26][CH:27]=1)[N:24]=[CH:23][C:22]([S:28][CH2:29][CH2:30][N:31]1[CH2:36][CH2:35][CH:34]([NH:37][C:12]([C:11]3[C:2]([Cl:1])=[CH:3][C:4]4[S:5][CH2:6][C:7](=[O:15])[NH:8][C:9]=4[N:10]=3)=[O:14])[CH2:33][CH2:32]1)=[CH:21]2. (3) The reactants are [F:1][C:2]1([F:29])[CH2:7][CH2:6][N:5]([C:8]([C:10]2[NH:11][C:12]3[C:17]([CH:18]=2)=[CH:16][C:15]([O:19][CH:20]2[CH2:25][CH2:24][N:23]([CH:26]([CH3:28])[CH3:27])[CH2:22][CH2:21]2)=[CH:14][CH:13]=3)=[O:9])[CH2:4][CH2:3]1.C[Si]([N-][Si](C)(C)C)(C)C.[Li+].[CH3:40][O:41][C:42](Cl)=[O:43]. The catalyst is O1CCCC1.[Cl-].[Na+].O. The product is [CH3:40][O:41][C:42]([N:11]1[C:12]2[C:17](=[CH:16][C:15]([O:19][CH:20]3[CH2:25][CH2:24][N:23]([CH:26]([CH3:27])[CH3:28])[CH2:22][CH2:21]3)=[CH:14][CH:13]=2)[CH:18]=[C:10]1[C:8]([N:5]1[CH2:6][CH2:7][C:2]([F:1])([F:29])[CH2:3][CH2:4]1)=[O:9])=[O:43]. The yield is 0.150. (4) The reactants are [CH:1]1([NH:4][C:5]([NH:7][C:8]2[CH:13]=[CH:12][C:11]([O:14][C:15]3[CH:20]=[CH:19][N:18]=[C:17]4[CH:21]=[C:22]([C:24]5[CH:29]=[CH:28][C:27]([CH2:30][NH:31][C@@H:32]([CH3:36])[CH2:33][O:34][CH3:35])=[CH:26][N:25]=5)[S:23][C:16]=34)=[C:10]([F:37])[CH:9]=2)=[O:6])[CH2:3][CH2:2]1.[C:38](OC(=O)C)(=[O:40])[CH3:39]. No catalyst specified. The product is [CH:1]1([NH:4][C:5](=[O:6])[NH:7][C:8]2[CH:13]=[CH:12][C:11]([O:14][C:15]3[CH:20]=[CH:19][N:18]=[C:17]4[CH:21]=[C:22]([C:24]5[N:25]=[CH:26][C:27]([CH2:30][N:31]([C@@H:32]([CH3:36])[CH2:33][O:34][CH3:35])[C:38](=[O:40])[CH3:39])=[CH:28][CH:29]=5)[S:23][C:16]=34)=[C:10]([F:37])[CH:9]=2)[CH2:3][CH2:2]1. The yield is 0.640.